Task: Regression. Given two drug SMILES strings and cell line genomic features, predict the synergy score measuring deviation from expected non-interaction effect.. Dataset: NCI-60 drug combinations with 297,098 pairs across 59 cell lines (1) Drug 1: CN(C)N=NC1=C(NC=N1)C(=O)N. Drug 2: C1=NNC2=C1C(=O)NC=N2. Cell line: SK-MEL-5. Synergy scores: CSS=2.63, Synergy_ZIP=-0.753, Synergy_Bliss=1.64, Synergy_Loewe=-8.72, Synergy_HSA=-3.48. (2) Drug 2: C1=NC2=C(N1)C(=S)N=CN2. Synergy scores: CSS=9.43, Synergy_ZIP=-10.2, Synergy_Bliss=-16.5, Synergy_Loewe=-42.6, Synergy_HSA=-17.6. Cell line: DU-145. Drug 1: CC1=C(C=C(C=C1)NC2=NC=CC(=N2)N(C)C3=CC4=NN(C(=C4C=C3)C)C)S(=O)(=O)N.Cl.